From a dataset of Catalyst prediction with 721,799 reactions and 888 catalyst types from USPTO. Predict which catalyst facilitates the given reaction. (1) The catalyst class is: 162. Product: [OH:9][CH:8]([C:7]1[CH:6]=[CH:5][C:4]([CH3:3])=[CH:16][CH:15]=1)[CH:10]1[CH2:12][CH:11]1[C:13]#[N:14]. Reactant: [BH4-].[Na+].[CH3:3][C:4]1[CH:16]=[CH:15][C:7]([C:8]([CH:10]2[CH2:12][CH:11]2[C:13]#[N:14])=[O:9])=[CH:6][CH:5]=1.O. (2) Product: [O:1]=[C:2]1[C:10]2[C:5](=[CH:6][CH:7]=[CH:8][CH:9]=2)[C:4](=[O:11])[N:3]1[CH2:12][C:13](=[S:31])[NH2:14]. The catalyst class is: 6. Reactant: [O:1]=[C:2]1[C:10]2[C:5](=[CH:6][CH:7]=[CH:8][CH:9]=2)[C:4](=[O:11])[N:3]1[CH2:12][C:13]#[N:14].C(OCC)(=O)C.Cl.O1CCCC1.CCOP(S)(OCC)=[S:31]. (3) Reactant: [Cl:1][C:2]1[N:3]=[C:4]2[N:8]([C:9]=1[CH:10]=[O:11])[N:7]=[C:6]([CH2:12][O:13][CH3:14])[S:5]2.[BH4-].[Na+].[NH4+].[Cl-]. Product: [Cl:1][C:2]1[N:3]=[C:4]2[N:8]([C:9]=1[CH2:10][OH:11])[N:7]=[C:6]([CH2:12][O:13][CH3:14])[S:5]2. The catalyst class is: 8. (4) Reactant: C([O:3][C:4](=[O:21])[C:5]1[CH:10]=[CH:9][CH:8]=[C:7]([O:11][CH2:12][CH:13]([N:18]=[N+:19]=[N-:20])[O:14][CH2:15][CH2:16][OH:17])[CH:6]=1)C.[OH-].[Na+].Cl. Product: [N:18]([CH:13]([O:14][CH2:15][CH2:16][OH:17])[CH2:12][O:11][C:7]1[CH:6]=[C:5]([CH:10]=[CH:9][CH:8]=1)[C:4]([OH:21])=[O:3])=[N+:19]=[N-:20]. The catalyst class is: 40. (5) Reactant: [S:1]1[C:5]2[C:6]3[S:11][CH:10]=[CH:9][C:7]=3[S:8][C:4]=2[CH:3]=[CH:2]1.C([Li])CCC.CN(C)[CH:19]=[O:20].[O:22]1CCC[CH2:23]1. Product: [S:11]1[C:6]2[C:5]3[S:1][C:2]([CH:23]=[O:22])=[CH:3][C:4]=3[S:8][C:7]=2[CH:9]=[C:10]1[CH:19]=[O:20]. The catalyst class is: 6.